Dataset: Reaction yield outcomes from USPTO patents with 853,638 reactions. Task: Predict the reaction yield, written as a fraction of the theoretical maximum amount of product (1.0 means a 100% yield; for example, 0.34 means a 34% yield). The reactants are [F:1][C:2]1[CH:17]=[CH:16][C:5]2[N:6]([CH:10]3[CH2:15][CH2:14][NH:13][CH2:12][CH2:11]3)[C:7](=[O:9])[NH:8][C:4]=2[CH:3]=1.[C:18]([O:22][C:23](=[O:35])[C:24]1[CH:29]=[CH:28][CH:27]=[CH:26][C:25]=1[O:30][CH2:31][CH:32]1[CH2:34][O:33]1)([CH3:21])([CH3:20])[CH3:19]. The catalyst is C(O)(C)C. The product is [C:18]([O:22][C:23](=[O:35])[C:24]1[CH:29]=[CH:28][CH:27]=[CH:26][C:25]=1[O:30][CH2:31][C@@H:32]([OH:33])[CH2:34][N:13]1[CH2:12][CH2:11][CH:10]([N:6]2[C:5]3[CH:16]=[CH:17][C:2]([F:1])=[CH:3][C:4]=3[NH:8][C:7]2=[O:9])[CH2:15][CH2:14]1)([CH3:20])([CH3:19])[CH3:21]. The yield is 0.990.